From a dataset of Forward reaction prediction with 1.9M reactions from USPTO patents (1976-2016). Predict the product of the given reaction. (1) Given the reactants [CH2:1]([Li])CCC.[S:6]1[CH:10]=[CH:9][N:8]=[C:7]1[C:11]1([OH:21])[CH2:20][CH2:19][C:14]2([O:18][CH2:17][CH2:16][O:15]2)[CH2:13][CH2:12]1.CI.O, predict the reaction product. The product is: [CH3:1][C:10]1[S:6][C:7]([C:11]2([OH:21])[CH2:12][CH2:13][C:14]3([O:18][CH2:17][CH2:16][O:15]3)[CH2:19][CH2:20]2)=[N:8][CH:9]=1. (2) The product is: [NH2:6][C:7]1[CH:8]=[CH:9][CH:10]=[CH:11][C:1]=1[C:2]([N:14]([CH2:15][CH2:16][C:17]#[N:18])[CH3:13])=[O:4]. Given the reactants [C:1]12[C:7](=[CH:8][CH:9]=[CH:10][CH:11]=1)[NH:6]C(=O)[O:4][C:2]2=O.[CH3:13][NH:14][CH2:15][CH2:16][C:17]#[N:18].O, predict the reaction product. (3) Given the reactants [C:1]([O:5][C:6]([C:8]1[CH:13]=[CH:12][C:11]([C:14]2[C:15]([C:29]([O:31][CH2:32][CH3:33])=[O:30])=[N:16][N:17]([C:23]3[CH:28]=[CH:27][CH:26]=[CH:25][CH:24]=3)[C:18]=2[CH2:19][CH2:20][CH2:21][CH3:22])=[C:10]([C:34]([N:36]2[CH2:45][CH2:44][C:43]3[C:38](=[CH:39][CH:40]=[CH:41][CH:42]=3)[CH2:37]2)=[O:35])[CH:9]=1)=[O:7])([CH3:4])([CH3:3])[CH3:2].[Cl:46][C:47]1[CH:67]=[CH:66][C:50]([O:51]C2C=CC(N/N=C/C(OCC)=O)=CC=2)=[CH:49][CH:48]=1.[N+](C(CCCC)=CC1C=CC(C(OC(C)(C)C)=O)=CC=1C(N1CCC2C(=CC=CC=2)C1)=O)([O-])=O, predict the reaction product. The product is: [C:1]([O:5][C:6]([C:8]1[CH:13]=[CH:12][C:11]([C:14]2[C:15]([C:29]([O:31][CH2:32][CH3:33])=[O:30])=[N:16][N:17]([C:23]3[CH:28]=[CH:27][C:26]([O:51][C:50]4[CH:66]=[CH:67][C:47]([Cl:46])=[CH:48][CH:49]=4)=[CH:25][CH:24]=3)[C:18]=2[CH2:19][CH2:20][CH2:21][CH3:22])=[C:10]([C:34]([N:36]2[CH2:45][CH2:44][C:43]3[C:38](=[CH:39][CH:40]=[CH:41][CH:42]=3)[CH2:37]2)=[O:35])[CH:9]=1)=[O:7])([CH3:3])([CH3:4])[CH3:2]. (4) Given the reactants [CH2:1]([O:8][C:9]([NH:11][C:12]1[C:13]([CH3:42])=[C:14]([C:18]2[C:30]3[C:29]4[C:24](=[CH:25][CH:26]=[C:27]([N:31]5[CH2:36][CH2:35][O:34][CH2:33][CH2:32]5)[CH:28]=4)[NH:23][C:22]=3[C:21]([C:37]([O:39]CC)=[O:38])=[N:20][CH:19]=2)[CH:15]=[CH:16][CH:17]=1)=[O:10])[C:2]1[CH:7]=[CH:6][CH:5]=[CH:4][CH:3]=1.[Li+].[OH-].O, predict the reaction product. The product is: [CH2:1]([O:8][C:9]([NH:11][C:12]1[C:13]([CH3:42])=[C:14]([C:18]2[C:30]3[C:29]4[C:24](=[CH:25][CH:26]=[C:27]([N:31]5[CH2:32][CH2:33][O:34][CH2:35][CH2:36]5)[CH:28]=4)[NH:23][C:22]=3[C:21]([C:37]([OH:39])=[O:38])=[N:20][CH:19]=2)[CH:15]=[CH:16][CH:17]=1)=[O:10])[C:2]1[CH:3]=[CH:4][CH:5]=[CH:6][CH:7]=1. (5) Given the reactants [N:1]1[C:9]2[C:4](=[N:5][CH:6]=[CH:7][CH:8]=2)[S:3][CH:2]=1.C(O[C:15](=O)[NH:16][C@H:17]1[CH2:22][CH2:21][C@H:20]([C:23](=[O:28])N(OC)C)[CH2:19][CH2:18]1)(C)(C)C.[O:30]=[C:31]1[NH:36][C:35]2[CH:37]=[C:38](C=O)[CH:39]=[CH:40][C:34]=2[S:33][CH2:32]1, predict the reaction product. The product is: [N:1]1[C:9]2[C:4](=[N:5][CH:6]=[CH:7][CH:8]=2)[S:3][C:2]=1[C:23]([C@H:20]1[CH2:19][CH2:18][C@H:17]([NH:16][CH2:15][C:38]2[CH:39]=[CH:40][C:34]3[S:33][CH2:32][C:31](=[O:30])[NH:36][C:35]=3[CH:37]=2)[CH2:22][CH2:21]1)=[O:28]. (6) Given the reactants C(OC(=O)[NH:7][C@H:8]([CH2:13][N:14]([C:27]1[CH:32]=[CH:31][C:30](Br)=[CH:29][CH:28]=1)[C:15]([C@@H:17]1[CH2:19][C@H:18]1[C:20]1[CH:25]=[CH:24][C:23]([F:26])=[CH:22][N:21]=1)=[O:16])[C@@H:9]([CH3:12])[CH2:10][CH3:11])(C)(C)C.B(O)O.[C:38]([O-:41])([O-])=O.[K+].[K+].[CH3:44][C:45]#N, predict the reaction product. The product is: [NH2:7][C@@H:8]([C@@H:9]([CH3:12])[CH2:10][CH3:11])[CH2:13][N:14]([C:27]1[CH:32]=[CH:31][C:30]([C:9]2[CH:10]=[CH:11][C:45]([CH2:44][O:41][CH3:38])=[CH:13][CH:8]=2)=[CH:29][CH:28]=1)[C:15]([C@@H:17]1[CH2:19][C@H:18]1[C:20]1[CH:25]=[CH:24][C:23]([F:26])=[CH:22][N:21]=1)=[O:16].